Dataset: TCR-epitope binding with 47,182 pairs between 192 epitopes and 23,139 TCRs. Task: Binary Classification. Given a T-cell receptor sequence (or CDR3 region) and an epitope sequence, predict whether binding occurs between them. (1) The epitope is TFYLTNDVSFL. The TCR CDR3 sequence is CASGNSYNQPQHF. Result: 0 (the TCR does not bind to the epitope). (2) The epitope is ISPRTLNAW. Result: 0 (the TCR does not bind to the epitope). The TCR CDR3 sequence is CASSLVPGGGQPQHF. (3) The epitope is IQYIDIGNY. The TCR CDR3 sequence is CASSATRNEQYF. Result: 1 (the TCR binds to the epitope). (4) The epitope is QASQEVKNW. The TCR CDR3 sequence is CASSSNNEQFF. Result: 0 (the TCR does not bind to the epitope). (5) The TCR CDR3 sequence is CASSQGTSGGLSTDTQYF. The epitope is GTSGSPIIDK. Result: 0 (the TCR does not bind to the epitope). (6) The epitope is RAKFKQLL. The TCR CDR3 sequence is CASSLSGSNNEQFF. Result: 1 (the TCR binds to the epitope).